Predict the reaction yield, written as a fraction of the theoretical maximum amount of product (1.0 means a 100% yield; for example, 0.34 means a 34% yield). From a dataset of Reaction yield outcomes from USPTO patents with 853,638 reactions. (1) The reactants are [F:1][C:2]1[CH:7]=[CH:6][C:5]([C:8]2[NH:12][CH:11]=[C:10]([C:13]([OH:15])=O)[C:9]=2[CH3:16])=[C:4]([C:17]([F:20])([F:19])[F:18])[CH:3]=1.C(Cl)(=O)C(Cl)=O.Cl.[CH3:28][S:29]([C:32]1[CH:38]=[CH:37][C:35]([NH2:36])=[CH:34][CH:33]=1)(=[O:31])=[O:30].C(N(C(C)C)CC)(C)C. The catalyst is ClCCl.O1CCCC1. The product is [F:1][C:2]1[CH:7]=[CH:6][C:5]([C:8]2[NH:12][CH:11]=[C:10]([C:13]([NH:36][C:35]3[CH:34]=[CH:33][C:32]([S:29]([CH3:28])(=[O:31])=[O:30])=[CH:38][CH:37]=3)=[O:15])[C:9]=2[CH3:16])=[C:4]([C:17]([F:20])([F:19])[F:18])[CH:3]=1. The yield is 0.900. (2) The reactants are [H-].[Na+].[F:3][C:4]1[CH:9]=[CH:8][C:7]([C:10]2[N:11]=[C:12]([CH:15]=P(C3C=CC=CC=3)(C3C=CC=CC=3)C3C=CC=CC=3)[S:13][CH:14]=2)=[CH:6][CH:5]=1.O=[C:36]1[CH2:39][N:38]([C:40]([O:42][C:43]([CH3:46])([CH3:45])[CH3:44])=[O:41])[CH2:37]1. The catalyst is C1COCC1. The product is [F:3][C:4]1[CH:5]=[CH:6][C:7]([C:10]2[N:11]=[C:12]([CH:15]=[C:36]3[CH2:37][N:38]([C:40]([O:42][C:43]([CH3:46])([CH3:45])[CH3:44])=[O:41])[CH2:39]3)[S:13][CH:14]=2)=[CH:8][CH:9]=1. The yield is 0.109.